The task is: Predict the reaction yield, written as a fraction of the theoretical maximum amount of product (1.0 means a 100% yield; for example, 0.34 means a 34% yield).. This data is from Reaction yield outcomes from USPTO patents with 853,638 reactions. (1) The reactants are [BH4-].[Na+].[Br-].[C:4]([O:8][C:9]([N:11]1[C:19]2[CH:18]=[CH:17][N+:16]([CH:20]([C:29]3[CH:34]=[CH:33][CH:32]=[CH:31][C:30]=3[Cl:35])[CH2:21][CH2:22][CH2:23][CH2:24][CH2:25][CH:26]([CH3:28])[CH3:27])=[CH:15][C:14]=2[CH:13]=[CH:12]1)=[O:10])([CH3:7])([CH3:6])[CH3:5]. The catalyst is CCO. The product is [C:4]([O:8][C:9]([N:11]1[C:19]2[CH2:18][CH2:17][N:16]([CH:20]([C:29]3[CH:34]=[CH:33][CH:32]=[CH:31][C:30]=3[Cl:35])[CH2:21][CH2:22][CH2:23][CH2:24][CH2:25][C:26]([C:9]([O:8][CH2:4][CH3:5])=[O:10])([CH3:28])[CH3:27])[CH2:15][C:14]=2[CH:13]=[CH:12]1)=[O:10])([CH3:6])([CH3:7])[CH3:5]. The yield is 0.469. (2) The reactants are [Br-].[CH:2]1([CH2:8][Zn+])[CH2:7][CH2:6][CH2:5][CH2:4][CH2:3]1.C1COCC1.[O:15]1[C:19]2[CH:20]=[CH:21][C:22]([C:24]3([C:27]([NH:29][C:30]4[CH:35]=[CH:34][CH:33]=[C:32](Br)[N:31]=4)=[O:28])[CH2:26][CH2:25]3)=[CH:23][C:18]=2[O:17][CH2:16]1. The catalyst is C1C=CC(P(C2C=CC=CC=2)[C-]2C=CC=C2)=CC=1.C1C=CC(P(C2C=CC=CC=2)[C-]2C=CC=C2)=CC=1.Cl[Pd]Cl.[Fe+2]. The product is [O:15]1[C:19]2[CH:20]=[CH:21][C:22]([C:24]3([C:27]([NH:29][C:30]4[CH:35]=[CH:34][CH:33]=[C:32]([CH2:8][CH:2]5[CH2:7][CH2:6][CH2:5][CH2:4][CH2:3]5)[N:31]=4)=[O:28])[CH2:26][CH2:25]3)=[CH:23][C:18]=2[O:17][CH2:16]1. The yield is 0.500. (3) The reactants are C1(C)C=CC(S(O[C@@H:11]([CH2:13]/[CH:14]=[CH:15]/[C:16]2[CH:17]=[N:18][CH:19]=[CH:20][CH:21]=2)[CH3:12])(=O)=O)=CC=1.[CH3:23][NH2:24]. The catalyst is C(O)C. The product is [CH3:23][NH:24][C@H:11]([CH2:13]/[CH:14]=[CH:15]/[C:16]1[CH:17]=[N:18][CH:19]=[CH:20][CH:21]=1)[CH3:12]. The yield is 0.240. (4) The reactants are [CH3:1][C:2]1([CH3:18])[CH2:7][C:6](=O)[CH2:5][CH:4]([C:9]2[CH:14]=[CH:13][N:12]=[CH:11][C:10]=2[N+:15]([O-:17])=[O:16])[O:3]1.[CH2:19]([NH2:26])[C:20]1[CH:25]=[CH:24][CH:23]=[CH:22][CH:21]=1.[Li+].[BH4-]. The catalyst is CO. The product is [CH2:19]([NH:26][C@H:6]1[CH2:5][C@H:4]([C:9]2[CH:14]=[CH:13][N:12]=[CH:11][C:10]=2[N+:15]([O-:17])=[O:16])[O:3][C:2]([CH3:18])([CH3:1])[CH2:7]1)[C:20]1[CH:25]=[CH:24][CH:23]=[CH:22][CH:21]=1. The yield is 1.00. (5) The yield is 0.739. The product is [CH3:20][S:17]([NH:16][C:14]1[CH:13]=[CH:12][C:10]2[NH:11][C:6]([CH2:5][C:4]([OH:23])=[O:3])=[CH:7][S:8](=[O:21])(=[O:22])[C:9]=2[CH:15]=1)(=[O:18])=[O:19]. The catalyst is CO. The reactants are C([O:3][C:4](=[O:23])[CH2:5][C:6]1[NH:11][C:10]2[CH:12]=[CH:13][C:14]([NH:16][S:17]([CH3:20])(=[O:19])=[O:18])=[CH:15][C:9]=2[S:8](=[O:22])(=[O:21])[CH:7]=1)C.[OH-].[Li+]. (6) The reactants are [C:1]([C:4]1[N:9]=[N:8][C:7]([NH:10][C@@H:11]2[CH2:16][CH2:15][CH2:14][CH2:13][C@@H:12]2[NH:17]C(=O)OC(C)(C)C)=[CH:6][C:5]=1[NH:25][C:26]1[CH:31]=[CH:30][CH:29]=[C:28]([CH:32]2[CH2:35][CH2:34][CH2:33]2)[N:27]=1)(=[O:3])[NH2:2].C(O)(C(F)(F)F)=O. The catalyst is C(Cl)Cl. The product is [NH2:17][C@H:12]1[CH2:13][CH2:14][CH2:15][CH2:16][C@H:11]1[NH:10][C:7]1[N:8]=[N:9][C:4]([C:1]([NH2:2])=[O:3])=[C:5]([NH:25][C:26]2[CH:31]=[CH:30][CH:29]=[C:28]([CH:32]3[CH2:33][CH2:34][CH2:35]3)[N:27]=2)[CH:6]=1. The yield is 0.541.